Dataset: CYP2D6 inhibition data for predicting drug metabolism from PubChem BioAssay. Task: Regression/Classification. Given a drug SMILES string, predict its absorption, distribution, metabolism, or excretion properties. Task type varies by dataset: regression for continuous measurements (e.g., permeability, clearance, half-life) or binary classification for categorical outcomes (e.g., BBB penetration, CYP inhibition). Dataset: cyp2d6_veith. (1) The compound is COc1cc(C(=O)NC(=S)Nc2ccc(Cl)c(C(=O)O)c2)cc(OC)c1OC. The result is 0 (non-inhibitor). (2) The compound is CC(=O)NC1=C(OS(=O)(=O)c2ccc(C)cc2)CN(C)C1=O. The result is 0 (non-inhibitor).